This data is from Reaction yield outcomes from USPTO patents with 853,638 reactions. The task is: Predict the reaction yield, written as a fraction of the theoretical maximum amount of product (1.0 means a 100% yield; for example, 0.34 means a 34% yield). (1) The reactants are C(=O)([O-])[O-:2].[K+].[K+].[Br:7][C:8]1[NH:9][C:10]([Br:14])=[C:11]([CH3:13])[N:12]=1.[CH3:15][C:16]1[CH:21]=CC([N+]([O-])=O)=[CH:18][C:17]=1[S:25](Cl)(=[O:27])=[O:26].[OH2:29].[C:30](#[N:32])[CH3:31]. No catalyst specified. The product is [CH3:21][C:16]1[CH:15]=[C:30]([N+:32]([O-:2])=[O:29])[CH:31]=[CH:18][C:17]=1[S:25]([N:12]1[C:11]([CH3:13])=[C:10]([Br:14])[N:9]=[C:8]1[Br:7])(=[O:27])=[O:26]. The yield is 0.510. (2) The reactants are Br[C:2]1[CH:3]=[C:4]([NH:10][C:11]2[N:16]=[CH:15][C:14]3=[N:17][N:18]([CH3:21])[C:19]([CH3:20])=[C:13]3[CH:12]=2)[C:5](=[O:9])[N:6]([CH3:8])[CH:7]=1.[C:22]([O:25][CH2:26][C:27]1[C:28]([N:42]2[CH2:53][CH2:52][N:51]3[C:44](=[CH:45][C:46]4[CH2:47][C:48]([CH3:55])([CH3:54])[CH2:49][C:50]=43)[C:43]2=[O:56])=[N:29][CH:30]=[CH:31][C:32]=1B1OC(C)(C)C(C)(C)O1)(=[O:24])[CH3:23].[O-]P([O-])([O-])=O.[K+].[K+].[K+].C([O-])(=O)C.[Na+]. The catalyst is O.C1C=CC(P(C2C=CC=CC=2)[C-]2C=CC=C2)=CC=1.C1C=CC(P(C2C=CC=CC=2)[C-]2C=CC=C2)=CC=1.Cl[Pd]Cl.[Fe+2].C(#N)C. The product is [C:22]([O:25][CH2:26][C:27]1[C:28]([N:42]2[CH2:53][CH2:52][N:51]3[C:44](=[CH:45][C:46]4[CH2:47][C:48]([CH3:55])([CH3:54])[CH2:49][C:50]=43)[C:43]2=[O:56])=[N:29][CH:30]=[CH:31][C:32]=1[C:2]1[CH:3]=[C:4]([NH:10][C:11]2[N:16]=[CH:15][C:14]3=[N:17][N:18]([CH3:21])[C:19]([CH3:20])=[C:13]3[CH:12]=2)[C:5](=[O:9])[N:6]([CH3:8])[CH:7]=1)(=[O:24])[CH3:23]. The yield is 0.450.